From a dataset of Forward reaction prediction with 1.9M reactions from USPTO patents (1976-2016). Predict the product of the given reaction. (1) Given the reactants CC1C=CC(S(O[CH2:12][CH:13]2[CH2:17][C:16]3[C:18]([F:29])=[C:19]([F:28])[CH:20]=[C:21]([C:22]4[CH:27]=[CH:26][CH:25]=[CH:24][CH:23]=4)[C:15]=3[O:14]2)(=O)=O)=CC=1.[N-:30]=[N+:31]=[N-:32].[Na+], predict the reaction product. The product is: [F:29][C:18]1[C:16]2[CH2:17][CH:13]([CH2:12][N:30]=[N+:31]=[N-:32])[O:14][C:15]=2[C:21]([C:22]2[CH:27]=[CH:26][CH:25]=[CH:24][CH:23]=2)=[CH:20][C:19]=1[F:28]. (2) Given the reactants [N+:1](/[CH:4]=[CH:5]/[C:6]1[CH:19]=[CH:18][C:9]([CH2:10][O:11][C:12]2[CH:17]=[CH:16][CH:15]=[CH:14][N:13]=2)=[CH:8][CH:7]=1)([O-:3])=[O:2].C(O)(=O)C.[B-].[Na+].O, predict the reaction product. The product is: [N+:1]([CH2:4][CH2:5][C:6]1[CH:19]=[CH:18][C:9]([CH2:10][O:11][C:12]2[CH:17]=[CH:16][CH:15]=[CH:14][N:13]=2)=[CH:8][CH:7]=1)([O-:3])=[O:2]. (3) Given the reactants [CH3:1][O:2][C:3](=[O:13])[C@H:4]([CH2:6][C:7]1[CH:12]=[CH:11][CH:10]=[CH:9][CH:8]=1)[NH2:5].[Cl:14][CH2:15][C:16](Cl)=[O:17], predict the reaction product. The product is: [CH3:1][O:2][C:3](=[O:13])[CH:4]([NH:5][C:16](=[O:17])[CH2:15][Cl:14])[CH2:6][C:7]1[CH:12]=[CH:11][CH:10]=[CH:9][CH:8]=1. (4) Given the reactants [CH3:1][C@@H:2]1[CH2:6][C:5]2[C:7]([CH:13]3[CH2:18][CH2:17][NH:16][CH2:15][CH2:14]3)=[C:8]([CH3:12])[CH:9]=[C:10]([NH2:11])[C:4]=2[O:3]1.C(O)(C(F)(F)F)=O.Cl[C:27]1[N:32]=[CH:31][N:30]=[C:29]([NH:33][C:34]2[CH:39]=[CH:38][CH:37]=[CH:36][C:35]=2[S:40]([CH:43]([CH3:45])[CH3:44])(=[O:42])=[O:41])[N:28]=1, predict the reaction product. The product is: [CH3:1][C@@H:2]1[CH2:6][C:5]2[C:7]([CH:13]3[CH2:18][CH2:17][NH:16][CH2:15][CH2:14]3)=[C:8]([CH3:12])[CH:9]=[C:10]([NH:11][C:31]3[N:30]=[C:29]([NH:33][C:34]4[CH:39]=[CH:38][CH:37]=[CH:36][C:35]=4[S:40]([CH:43]([CH3:45])[CH3:44])(=[O:41])=[O:42])[N:28]=[CH:27][N:32]=3)[C:4]=2[O:3]1. (5) Given the reactants C[O:2][C:3]1[CH:4]=[CH:5][C:6]2[C:18](=[O:19])[C:17]3[C:16]4[C:11](=[CH:12][C:13]([C:20]#[N:21])=[CH:14][CH:15]=4)[NH:10][C:9]=3[C:8]([CH3:23])([CH3:22])[C:7]=2[CH:24]=1, predict the reaction product. The product is: [OH:2][C:3]1[CH:4]=[CH:5][C:6]2[C:18](=[O:19])[C:17]3[C:16]4[C:11](=[CH:12][C:13]([C:20]#[N:21])=[CH:14][CH:15]=4)[NH:10][C:9]=3[C:8]([CH3:22])([CH3:23])[C:7]=2[CH:24]=1.